Dataset: Reaction yield outcomes from USPTO patents with 853,638 reactions. Task: Predict the reaction yield, written as a fraction of the theoretical maximum amount of product (1.0 means a 100% yield; for example, 0.34 means a 34% yield). The reactants are [Si:1]([O:8][CH2:9][CH:10]([CH2:21][O:22][Si:23]([C:26]([CH3:29])([CH3:28])[CH3:27])([CH3:25])[CH3:24])[CH2:11][CH2:12][CH2:13][C:14]1[CH:19]=[CH:18][N+:17]([O-])=[CH:16][CH:15]=1)([C:4]([CH3:7])([CH3:6])[CH3:5])([CH3:3])[CH3:2].C[Si]([C:34]#[N:35])(C)C.CN(C)C(Cl)=O.C([O-])(O)=O.[Na+]. The catalyst is C(Cl)(Cl)Cl. The product is [Si:1]([O:8][CH2:9][CH:10]([CH2:21][O:22][Si:23]([C:26]([CH3:29])([CH3:28])[CH3:27])([CH3:25])[CH3:24])[CH2:11][CH2:12][CH2:13][C:14]1[CH:19]=[CH:18][N:17]=[C:16]([C:34]#[N:35])[CH:15]=1)([C:4]([CH3:7])([CH3:6])[CH3:5])([CH3:3])[CH3:2]. The yield is 0.870.